From a dataset of Catalyst prediction with 721,799 reactions and 888 catalyst types from USPTO. Predict which catalyst facilitates the given reaction. (1) Reactant: [CH3:1][S:2](Cl)(=[O:4])=[O:3].[Br:6][C:7]1[CH:8]=[C:9]([Cl:19])[C:10]([CH:13]2[O:17][CH2:16][CH:15]([OH:18])[CH2:14]2)=[N:11][CH:12]=1. Product: [CH3:1][S:2]([O:18][CH:15]1[CH2:14][CH:13]([C:10]2[C:9]([Cl:19])=[CH:8][C:7]([Br:6])=[CH:12][N:11]=2)[O:17][CH2:16]1)(=[O:4])=[O:3]. The catalyst class is: 2. (2) Reactant: [NH2:1][CH2:2][C:3]([CH3:6])([SH:5])[CH3:4].[C:7](O)(=[O:14])[C:8]1[CH:13]=[CH:12][CH:11]=[CH:10][CH:9]=1.Cl.CN(C)CCCN=C=NCC. Product: [CH3:4][C:3]([SH:5])([CH3:6])[CH2:2][NH:1][C:7](=[O:14])[C:8]1[CH:13]=[CH:12][CH:11]=[CH:10][CH:9]=1. The catalyst class is: 4. (3) Reactant: [CH2:1]([N:3]1[CH2:7][C@H:6]([CH2:8][CH2:9]I)[C:5]([C:17]2[CH:22]=[CH:21][CH:20]=[CH:19][CH:18]=2)([C:11]2[CH:16]=[CH:15][CH:14]=[CH:13][CH:12]=2)[C:4]1=[O:23])[CH3:2].[NH:24]1[CH2:29][CH2:28][O:27][CH2:26][CH2:25]1. Product: [CH2:1]([N:3]1[CH2:7][C@H:6]([CH2:8][CH2:9][N:24]2[CH2:29][CH2:28][O:27][CH2:26][CH2:25]2)[C:5]([C:17]2[CH:22]=[CH:21][CH:20]=[CH:19][CH:18]=2)([C:11]2[CH:16]=[CH:15][CH:14]=[CH:13][CH:12]=2)[C:4]1=[O:23])[CH3:2]. The catalyst class is: 14. (4) Reactant: [N+:1]([C:4]1[CH:15]=[CH:14][C:7]([CH2:8][N:9]2[N:13]=[N:12][CH:11]=[N:10]2)=[CH:6][CH:5]=1)([O-])=O.C(O)C. Product: [NH2:1][C:4]1[CH:15]=[CH:14][C:7]([CH2:8][N:9]2[N:13]=[N:12][CH:11]=[N:10]2)=[CH:6][CH:5]=1. The catalyst class is: 481. (5) Reactant: [F:1][C:2]1[CH:3]=[C:4]([CH:7]=[CH:8][C:9]=1[OH:10])[CH:5]=[O:6].C(=O)([O-])[O-].[K+].[K+].Br[CH2:18][C:19]1[CH:24]=[CH:23][C:22]([C:25]([F:28])([F:27])[F:26])=[CH:21][C:20]=1[C:29]([F:32])([F:31])[F:30].O. Product: [F:30][C:29]([F:31])([F:32])[C:20]1[CH:21]=[C:22]([C:25]([F:28])([F:26])[F:27])[CH:23]=[CH:24][C:19]=1[CH2:18][O:10][C:9]1[CH:8]=[CH:7][C:4]([CH:5]=[O:6])=[CH:3][C:2]=1[F:1]. The catalyst class is: 3.